From a dataset of Catalyst prediction with 721,799 reactions and 888 catalyst types from USPTO. Predict which catalyst facilitates the given reaction. (1) Reactant: [Br:1][C:2]1[C:7]2=[N:8][C:9]([C:12]([OH:14])=O)=[CH:10][N:11]=[C:6]2[CH:5]=[N:4][CH:3]=1.[CH3:15][C:16]([NH2:19])([CH3:18])[CH3:17].C(N(CC)CC)C.F[P-](F)(F)(F)(F)F.C[N+](C)=C(N(C)C)O. Product: [Br:1][C:2]1[C:7]2=[N:8][C:9]([C:12]([NH:19][C:16]([CH3:18])([CH3:17])[CH3:15])=[O:14])=[CH:10][N:11]=[C:6]2[CH:5]=[N:4][CH:3]=1. The catalyst class is: 9. (2) The catalyst class is: 885. Product: [O:7]1[C:8]2[CH:9]=[CH:10][C:2]([NH:32][C:35]([NH:39][C:40]3[CH:72]=[CH:71][CH:70]=[C:42]([O:43][C:44]4[CH:45]=[CH:46][C:47]5[N:51]=[C:50]([CH2:52][O:53][C:54]6[CH:67]=[CH:66][C:57]([CH2:58][CH:59]7[S:63][C:62](=[O:64])[NH:61][C:60]7=[O:65])=[CH:56][CH:55]=6)[N:49]([CH3:68])[C:48]=5[CH:69]=4)[CH:41]=3)=[O:20])=[CH:3][C:4]=2[O:5][CH2:6]1. Reactant: C(O)(=O)[C:2]1[CH:10]=[CH:9][C:8]2[O:7][CH2:6][O:5][C:4]=2[CH:3]=1.C1(P(N=[N+]=[N-])(C2C=CC=CC=2)=[O:20])C=CC=CC=1.C([N:32]([CH2:35]C)CC)C.Cl.Cl.[NH2:39][C:40]1[CH:41]=[C:42]([CH:70]=[CH:71][CH:72]=1)[O:43][C:44]1[CH:45]=[CH:46][C:47]2[N:51]=[C:50]([CH2:52][O:53][C:54]3[CH:67]=[CH:66][C:57]([CH2:58][CH:59]4[S:63][C:62](=[O:64])[NH:61][C:60]4=[O:65])=[CH:56][CH:55]=3)[N:49]([CH3:68])[C:48]=2[CH:69]=1. (3) Reactant: Cl[C:2]1[N:7]=[C:6]([NH:8][C@H:9]2[CH2:14][CH2:13][C@H:12]([OH:15])[CH2:11][CH2:10]2)[C:5](B(O)O)=[CH:4][N:3]=1.Br[C:20]1[CH:25]=[C:24]([CH2:26][N:27]2[CH2:32][CH2:31][O:30][CH2:29][CH2:28]2)[CH:23]=[CH:22][N:21]=1.C1(P(C2CCCCC2)C2CCCCC2)CCCCC1.[O-]P([O-])([O-])=O.[K+].[K+].[K+].[CH2:60]([NH2:64])[CH2:61][CH2:62][CH3:63]. Product: [CH2:60]([NH:64][C:2]1[N:7]=[C:6]([NH:8][C@H:9]2[CH2:14][CH2:13][C@H:12]([OH:15])[CH2:11][CH2:10]2)[C:5]([C:20]2[CH:25]=[C:24]([CH2:26][N:27]3[CH2:32][CH2:31][O:30][CH2:29][CH2:28]3)[CH:23]=[CH:22][N:21]=2)=[CH:4][N:3]=1)[CH2:61][CH2:62][CH3:63]. The catalyst class is: 110.